From a dataset of Catalyst prediction with 721,799 reactions and 888 catalyst types from USPTO. Predict which catalyst facilitates the given reaction. Reactant: [NH2:1][C@:2]1([CH2:24][OH:25])[CH2:6][CH2:5][C@H:4]([C:7]2[CH:23]=[CH:22][C:10]3[O:11][C@H:12]([CH2:15][O:16][CH2:17][CH2:18][CH2:19][CH2:20][CH3:21])[CH2:13][O:14][C:9]=3[CH:8]=2)[CH2:3]1.P(Cl)(Cl)([O:28][P:29](Cl)(Cl)=[O:30])=O.[OH2:35]. Product: [P:29]([OH:28])([OH:35])([O:25][CH2:24][C@@:2]1([NH2:1])[CH2:6][CH2:5][C@H:4]([C:7]2[CH:23]=[CH:22][C:10]3[O:11][C@H:12]([CH2:15][O:16][CH2:17][CH2:18][CH2:19][CH2:20][CH3:21])[CH2:13][O:14][C:9]=3[CH:8]=2)[CH2:3]1)=[O:30]. The catalyst class is: 10.